Dataset: Full USPTO retrosynthesis dataset with 1.9M reactions from patents (1976-2016). Task: Predict the reactants needed to synthesize the given product. (1) Given the product [CH2:1]([O:8][C:9]1[CH:10]=[CH:11][C:12]([C@@H:20]([OH:47])[CH2:21][N:22]([CH2:40][C:41]2[CH:46]=[CH:45][CH:44]=[CH:43][CH:42]=2)[CH2:23][CH2:24][CH2:25][CH2:26][CH2:27][CH2:28][O:29][CH2:30][CH2:31][CH2:32][CH2:33][C:34]2[CH:35]=[CH:36][CH:37]=[CH:38][CH:39]=2)=[C:13]2[C:18]=1[NH:17][C:16](=[O:19])[CH:15]=[CH:14]2)[C:2]1[CH:3]=[CH:4][CH:5]=[CH:6][CH:7]=1, predict the reactants needed to synthesize it. The reactants are: [CH2:1]([O:8][C:9]1[CH:10]=[CH:11][C:12]([C@@H:20]([O:47]C2CCCCO2)[CH2:21][N:22]([CH2:40][C:41]2[CH:46]=[CH:45][CH:44]=[CH:43][CH:42]=2)[CH2:23][CH2:24][CH2:25][CH2:26][CH2:27][CH2:28][O:29][CH2:30][CH2:31][CH2:32][CH2:33][C:34]2[CH:39]=[CH:38][CH:37]=[CH:36][CH:35]=2)=[C:13]2[C:18]=1[NH:17][C:16](=[O:19])[CH:15]=[CH:14]2)[C:2]1[CH:7]=[CH:6][CH:5]=[CH:4][CH:3]=1. (2) Given the product [CH3:12][C:6]12[CH2:7][CH2:8][CH2:9][CH2:10][CH:11]1[CH:2]([CH3:1])[C:3]1[N:22]=[CH:20][N:21]=[CH:16][C:4]=1[CH2:5]2, predict the reactants needed to synthesize it. The reactants are: [CH3:1][CH:2]1[CH:11]2[C:6]([CH3:12])([CH2:7][CH2:8][CH2:9][CH2:10]2)[CH2:5][CH2:4][C:3]1=O.[H][H].[C:16](O)(=O)C.[CH:20]([NH2:22])=[NH:21]. (3) Given the product [F:1][C:2]1[C:3]([OH:27])=[C:4]([C:8]2[N:13]([CH2:14][CH2:15][C:16]3[CH:21]=[CH:20][CH:19]=[CH:18][CH:17]=3)[C:12](=[S:37])[C:11]([CH2:23][CH2:24][CH3:25])=[C:10]([CH3:26])[N:9]=2)[CH:5]=[CH:6][CH:7]=1, predict the reactants needed to synthesize it. The reactants are: [F:1][C:2]1[C:3]([OH:27])=[C:4]([C:8]2[N:13]([CH2:14][CH2:15][C:16]3[CH:21]=[CH:20][CH:19]=[CH:18][CH:17]=3)[C:12](=O)[C:11]([CH2:23][CH2:24][CH3:25])=[C:10]([CH3:26])[N:9]=2)[CH:5]=[CH:6][CH:7]=1.COC1C=CC(P2(SP(C3C=CC(OC)=CC=3)(=S)S2)=[S:37])=CC=1.N1C=CC=CC=1.